Dataset: NCI-60 drug combinations with 297,098 pairs across 59 cell lines. Task: Regression. Given two drug SMILES strings and cell line genomic features, predict the synergy score measuring deviation from expected non-interaction effect. (1) Drug 1: CC1OCC2C(O1)C(C(C(O2)OC3C4COC(=O)C4C(C5=CC6=C(C=C35)OCO6)C7=CC(=C(C(=C7)OC)O)OC)O)O. Drug 2: CCCCCOC(=O)NC1=NC(=O)N(C=C1F)C2C(C(C(O2)C)O)O. Cell line: HCT-15. Synergy scores: CSS=42.3, Synergy_ZIP=-2.03, Synergy_Bliss=-4.17, Synergy_Loewe=-43.7, Synergy_HSA=-2.44. (2) Drug 1: CC1C(C(CC(O1)OC2CC(CC3=C2C(=C4C(=C3O)C(=O)C5=C(C4=O)C(=CC=C5)OC)O)(C(=O)C)O)N)O.Cl. Drug 2: CS(=O)(=O)CCNCC1=CC=C(O1)C2=CC3=C(C=C2)N=CN=C3NC4=CC(=C(C=C4)OCC5=CC(=CC=C5)F)Cl. Cell line: HOP-62. Synergy scores: CSS=38.3, Synergy_ZIP=0.322, Synergy_Bliss=8.34, Synergy_Loewe=-13.7, Synergy_HSA=5.44. (3) Drug 1: CC1OCC2C(O1)C(C(C(O2)OC3C4COC(=O)C4C(C5=CC6=C(C=C35)OCO6)C7=CC(=C(C(=C7)OC)O)OC)O)O. Drug 2: CC(C1=C(C=CC(=C1Cl)F)Cl)OC2=C(N=CC(=C2)C3=CN(N=C3)C4CCNCC4)N. Cell line: PC-3. Synergy scores: CSS=19.1, Synergy_ZIP=-6.80, Synergy_Bliss=-2.83, Synergy_Loewe=-2.22, Synergy_HSA=-1.57. (4) Drug 1: CC1=C(C=C(C=C1)C(=O)NC2=CC(=CC(=C2)C(F)(F)F)N3C=C(N=C3)C)NC4=NC=CC(=N4)C5=CN=CC=C5. Drug 2: C1CN(P(=O)(OC1)NCCCl)CCCl. Cell line: MALME-3M. Synergy scores: CSS=-5.01, Synergy_ZIP=4.75, Synergy_Bliss=6.68, Synergy_Loewe=1.72, Synergy_HSA=-0.0954. (5) Drug 1: CN(C)N=NC1=C(NC=N1)C(=O)N. Drug 2: C1=CC(=CC=C1CCCC(=O)O)N(CCCl)CCCl. Cell line: HS 578T. Synergy scores: CSS=19.1, Synergy_ZIP=3.16, Synergy_Bliss=12.8, Synergy_Loewe=7.55, Synergy_HSA=12.7.